This data is from Forward reaction prediction with 1.9M reactions from USPTO patents (1976-2016). The task is: Predict the product of the given reaction. (1) The product is: [C:1]1([N:7]2[C:15]3[C:10](=[CH:11][CH:12]=[CH:13][CH:14]=3)[C:9]([NH:37][C:29]3[C:30]4[C:31]5=[C:32]6[C:33](=[CH:35][CH:36]=4)[CH:34]=[CH:21][CH:22]=[C:23]6[CH:24]=[CH:25][C:26]5=[CH:27][CH:28]=3)=[C:8]2[C:17]([O:19][CH3:20])=[O:18])[CH:6]=[CH:5][CH:4]=[CH:3][CH:2]=1. Given the reactants [C:1]1([N:7]2[C:15]3[C:10](=[CH:11][CH:12]=[CH:13][CH:14]=3)[C:9](Br)=[C:8]2[C:17]([O:19][CH3:20])=[O:18])[CH:6]=[CH:5][CH:4]=[CH:3][CH:2]=1.[CH:21]1[CH:34]=[C:33]2[CH:35]=[CH:36][C:30]3[C:31]4[C:32]2=[C:23]([CH:24]=[CH:25][C:26]=4[CH:27]=[CH:28][C:29]=3[NH2:37])[CH:22]=1.C([O-])([O-])=O.[Cs+].[Cs+].CC1(C)C2C(=C(P(C3C=CC=CC=3)C3C=CC=CC=3)C=CC=2)OC2C(P(C3C=CC=CC=3)C3C=CC=CC=3)=CC=CC1=2, predict the reaction product. (2) Given the reactants C([O:4][CH2:5][C:6]([NH:8][C:9]1[CH:10]=[C:11]([C:15]2[N:16]=[C:17]([CH2:20][N:21]3[CH:25]=[C:24]([C:26]([O:28]CC)=[O:27])[CH:23]=[N:22]3)[S:18][CH:19]=2)[CH:12]=[CH:13][CH:14]=1)=[O:7])(=O)C.[OH-].[Na+].Cl, predict the reaction product. The product is: [OH:4][CH2:5][C:6]([NH:8][C:9]1[CH:10]=[C:11]([C:15]2[N:16]=[C:17]([CH2:20][N:21]3[CH:25]=[C:24]([C:26]([OH:28])=[O:27])[CH:23]=[N:22]3)[S:18][CH:19]=2)[CH:12]=[CH:13][CH:14]=1)=[O:7]. (3) Given the reactants [C:1]1([CH:7]([C:27]2[CH:32]=[CH:31][CH:30]=[CH:29][CH:28]=2)[C:8]2[CH:9]=[CH:10][C:11](=[O:26])[N:12]([CH2:14]/[CH:15]=[CH:16]/[C:17]3[CH:25]=[CH:24][CH:23]=[C:22]4[C:18]=3[CH:19]=[CH:20][NH:21]4)[CH:13]=2)[CH:6]=[CH:5][CH:4]=[CH:3][CH:2]=1.C([O-])([O-])=O.[K+].[K+].Br[CH2:40][C:41]([O:43][CH2:44][CH3:45])=[O:42], predict the reaction product. The product is: [C:1]1([CH:7]([C:27]2[CH:28]=[CH:29][CH:30]=[CH:31][CH:32]=2)[C:8]2[CH:9]=[CH:10][C:11](=[O:26])[N:12]([CH2:14]/[CH:15]=[CH:16]/[C:17]3[CH:25]=[CH:24][CH:23]=[C:22]4[C:18]=3[CH:19]=[CH:20][N:21]4[CH2:40][C:41]([O:43][CH2:44][CH3:45])=[O:42])[CH:13]=2)[CH:2]=[CH:3][CH:4]=[CH:5][CH:6]=1. (4) Given the reactants [CH2:1]([O:8][C:9]([N:11]1[C:20]2[C:15](=[CH:16][CH:17]=[CH:18][CH:19]=2)[C:14](=[O:21])[CH2:13][CH2:12]1)=[O:10])[C:2]1[CH:7]=[CH:6][CH:5]=[CH:4][CH:3]=1.[BH4-].[Na+].O1CCCC1.CO, predict the reaction product. The product is: [CH2:1]([O:8][C:9]([N:11]1[C:20]2[C:15](=[CH:16][CH:17]=[CH:18][CH:19]=2)[CH:14]([OH:21])[CH2:13][CH2:12]1)=[O:10])[C:2]1[CH:7]=[CH:6][CH:5]=[CH:4][CH:3]=1. (5) Given the reactants [CH2:1]([Mg]Cl)[CH3:2].[F:5][C:6]1[CH:7]=[CH:8][C:9]([C:29]2[C:34]([CH3:35])=[CH:33][C:32]([O:36][CH2:37][C:38](OC)=[O:39])=[CH:31][C:30]=2[CH3:42])=[C:10]2[C:14]=1[C@H:13]([O:15][C:16]1[CH:28]=[CH:27][C:19]3[C@H:20]([CH2:23][C:24]([OH:26])=[O:25])[CH2:21][O:22][C:18]=3[CH:17]=1)[CH2:12][CH2:11]2, predict the reaction product. The product is: [F:5][C:6]1[CH:7]=[CH:8][C:9]([C:29]2[C:34]([CH3:35])=[CH:33][C:32]([O:36][CH2:37][C:38]3([OH:39])[CH2:2][CH2:1]3)=[CH:31][C:30]=2[CH3:42])=[C:10]2[C:14]=1[C@H:13]([O:15][C:16]1[CH:28]=[CH:27][C:19]3[C@H:20]([CH2:23][C:24]([OH:26])=[O:25])[CH2:21][O:22][C:18]=3[CH:17]=1)[CH2:12][CH2:11]2.